From a dataset of NCI-60 drug combinations with 297,098 pairs across 59 cell lines. Regression. Given two drug SMILES strings and cell line genomic features, predict the synergy score measuring deviation from expected non-interaction effect. (1) Drug 1: C1=NC2=C(N=C(N=C2N1C3C(C(C(O3)CO)O)O)F)N. Drug 2: C1CNP(=O)(OC1)N(CCCl)CCCl. Cell line: PC-3. Synergy scores: CSS=7.94, Synergy_ZIP=-1.54, Synergy_Bliss=1.60, Synergy_Loewe=-1.82, Synergy_HSA=0.983. (2) Drug 1: C1=CC(=C2C(=C1NCCNCCO)C(=O)C3=C(C=CC(=C3C2=O)O)O)NCCNCCO. Drug 2: C1CN(CCN1C(=O)CCBr)C(=O)CCBr. Cell line: CAKI-1. Synergy scores: CSS=46.9, Synergy_ZIP=-6.75, Synergy_Bliss=-5.26, Synergy_Loewe=-1.28, Synergy_HSA=1.20. (3) Drug 1: CCCS(=O)(=O)NC1=C(C(=C(C=C1)F)C(=O)C2=CNC3=C2C=C(C=N3)C4=CC=C(C=C4)Cl)F. Drug 2: CC1=C2C(C(=O)C3(C(CC4C(C3C(C(C2(C)C)(CC1OC(=O)C(C(C5=CC=CC=C5)NC(=O)OC(C)(C)C)O)O)OC(=O)C6=CC=CC=C6)(CO4)OC(=O)C)OC)C)OC. Cell line: A549. Synergy scores: CSS=59.3, Synergy_ZIP=12.0, Synergy_Bliss=12.2, Synergy_Loewe=5.62, Synergy_HSA=11.8. (4) Drug 1: CCC1(CC2CC(C3=C(CCN(C2)C1)C4=CC=CC=C4N3)(C5=C(C=C6C(=C5)C78CCN9C7C(C=CC9)(C(C(C8N6C=O)(C(=O)OC)O)OC(=O)C)CC)OC)C(=O)OC)O.OS(=O)(=O)O. Drug 2: C1CCC(C(C1)N)N.C(=O)(C(=O)[O-])[O-].[Pt+4]. Cell line: A549. Synergy scores: CSS=17.8, Synergy_ZIP=0.0469, Synergy_Bliss=-1.07, Synergy_Loewe=-2.52, Synergy_HSA=-1.52.